Task: Predict the product of the given reaction.. Dataset: Forward reaction prediction with 1.9M reactions from USPTO patents (1976-2016) (1) Given the reactants [CH2:1]([O:3][C:4](=[O:17])[C:5]1[CH:10]=[C:9](I)[C:8]([F:12])=[CH:7][C:6]=1[NH:13][C:14](=[O:16])[CH3:15])[CH3:2].[C:18](=[O:21])([O-])[O-].[K+].[K+].[F:24][C:25]1[CH:26]=[C:27](B(O)O)[CH:28]=[CH:29][CH:30]=1.[C]=O, predict the reaction product. The product is: [CH2:1]([O:3][C:4](=[O:17])[C:5]1[CH:10]=[C:9]([C:18](=[O:21])[C:29]2[CH:28]=[CH:27][CH:26]=[C:25]([F:24])[CH:30]=2)[C:8]([F:12])=[CH:7][C:6]=1[NH:13][C:14](=[O:16])[CH3:15])[CH3:2]. (2) Given the reactants [C:1]([C:5]1[CH:10]=[CH:9][C:8]([NH:11][C:12](=[O:20])[C:13]2[CH:18]=[CH:17][CH:16]=[N:15][C:14]=2Cl)=[CH:7][C:6]=1[O:21][CH2:22][CH:23]1[CH2:28][CH2:27][N:26]([C:29]([O:31][C:32]([CH3:35])([CH3:34])[CH3:33])=[O:30])[CH2:25][CH2:24]1)([CH3:4])([CH3:3])[CH3:2].CCN(C(C)C)C(C)C.[F:45][C:46]1[CH:53]=[CH:52][C:49]([CH2:50][NH2:51])=[CH:48][CH:47]=1, predict the reaction product. The product is: [C:1]([C:5]1[CH:10]=[CH:9][C:8]([NH:11][C:12](=[O:20])[C:13]2[CH:18]=[CH:17][CH:16]=[N:15][C:14]=2[NH:51][CH2:50][C:49]2[CH:52]=[CH:53][C:46]([F:45])=[CH:47][CH:48]=2)=[CH:7][C:6]=1[O:21][CH2:22][CH:23]1[CH2:28][CH2:27][N:26]([C:29]([O:31][C:32]([CH3:35])([CH3:34])[CH3:33])=[O:30])[CH2:25][CH2:24]1)([CH3:4])([CH3:3])[CH3:2]. (3) The product is: [F:47][C:2]([F:46])([F:1])[C:3]1[CH:4]=[C:5]([C@H:13]2[O:17][C:16](=[O:18])[N:15]([CH2:19][C:20]3[C:25]([C:26]4[C:27]([O:41][CH3:42])=[N:28][CH:29]=[C:30]([C:49]5[C:50]([CH3:55])=[N:51][NH:52][C:53]=5[CH3:54])[CH:31]=4)=[CH:24][N:23]=[C:22]([S:43][CH3:44])[N:21]=3)[C@H:14]2[CH3:45])[CH:6]=[C:7]([C:9]([F:12])([F:11])[F:10])[CH:8]=1. Given the reactants [F:1][C:2]([F:47])([F:46])[C:3]1[CH:4]=[C:5]([C@H:13]2[O:17][C:16](=[O:18])[N:15]([CH2:19][C:20]3[C:25]([C:26]4[C:27]([O:41][CH3:42])=[N:28][CH:29]=[C:30](B5OC(C)(C)C(C)(C)O5)[CH:31]=4)=[CH:24][N:23]=[C:22]([S:43][CH3:44])[N:21]=3)[C@H:14]2[CH3:45])[CH:6]=[C:7]([C:9]([F:12])([F:11])[F:10])[CH:8]=1.Br[C:49]1[C:50]([CH3:55])=[N:51][NH:52][C:53]=1[CH3:54].P([O-])([O-])([O-])=O.[K+].[K+].[K+].[Cl-].[Na+].O.C(OCC)(=O)C, predict the reaction product. (4) The product is: [NH2:5][C:4]1[C:3]2[C:2](=[CH:9][N:8]=[CH:7][CH:6]=2)[S:10][C:11]=1[C:12]([O:14][CH2:15][CH3:16])=[O:13]. Given the reactants Br[C:2]1[CH:9]=[N:8][CH:7]=[CH:6][C:3]=1[C:4]#[N:5].[SH:10][CH2:11][C:12]([O:14][CH2:15][CH3:16])=[O:13].C([O-])C.[Na+], predict the reaction product. (5) The product is: [NH2:21][C:11]1[CH:10]=[C:9]([O:8][CH2:1][C:2]2[CH:3]=[CH:4][CH:5]=[CH:6][CH:7]=2)[C:18]([O:19][CH3:20])=[CH:17][C:12]=1[C:13]([O:15][CH3:16])=[O:14]. Given the reactants [CH2:1]([O:8][C:9]1[C:18]([O:19][CH3:20])=[CH:17][C:12]([C:13]([O:15][CH3:16])=[O:14])=[C:11]([N+:21]([O-])=O)[CH:10]=1)[C:2]1[CH:7]=[CH:6][CH:5]=[CH:4][CH:3]=1, predict the reaction product.